From a dataset of Forward reaction prediction with 1.9M reactions from USPTO patents (1976-2016). Predict the product of the given reaction. (1) The product is: [CH:23]1([NH:26][C:20]([C:17]2[CH:18]=[CH:19][C:14]([C:3]3[CH:4]=[C:5]([C:8]4[O:9][C:10]([CH3:13])=[N:11][N:12]=4)[CH:6]=[CH:7][C:2]=3[CH3:1])=[CH:15][CH:16]=2)=[O:21])[CH2:25][CH2:24]1. Given the reactants [CH3:1][C:2]1[CH:7]=[CH:6][C:5]([C:8]2[O:9][C:10]([CH3:13])=[N:11][N:12]=2)=[CH:4][C:3]=1[C:14]1[CH:19]=[CH:18][C:17]([C:20](O)=[O:21])=[CH:16][CH:15]=1.[CH:23]1([NH2:26])[CH2:25][CH2:24]1.Cl.CN(C)CCCN=C=NCC.ON1C2C=CC=CC=2N=N1, predict the reaction product. (2) The product is: [F:1][C:2]1[CH:7]=[CH:6][CH:5]=[CH:4][C:3]=1[C:11]#[C:10][CH2:9][OH:12]. Given the reactants [F:1][C:2]1[CH:7]=[CH:6][CH:5]=[CH:4][C:3]=1I.[CH2:9]([OH:12])[C:10]#[CH:11], predict the reaction product. (3) Given the reactants C(OC([NH:8][C@@H:9]([CH2:15][CH2:16][C:17](=O)[CH2:18][CH3:19])[C:10]([O:12][CH2:13][CH3:14])=[O:11])=O)(C)(C)C.FC(F)(F)C(O)=O, predict the reaction product. The product is: [CH2:18]([C:17]1[CH2:16][CH2:15][C@@H:9]([C:10]([O:12][CH2:13][CH3:14])=[O:11])[N:8]=1)[CH3:19]. (4) The product is: [CH2:1]([NH:3][C:4]1[C:9]([CH2:10][OH:11])=[CH:8][N:7]=[C:6]([S:15][CH3:16])[N:5]=1)[CH3:2]. Given the reactants [CH2:1]([NH:3][C:4]1[C:9]([C:10](OCC)=[O:11])=[CH:8][N:7]=[C:6]([S:15][CH3:16])[N:5]=1)[CH3:2].[H-].[H-].[H-].[H-].[Li+].[Al+3], predict the reaction product. (5) The product is: [F:1][C:2]1[CH:10]=[C:9]2[C:5]([C:6]([CH:11]=[O:12])=[CH:7][N:8]2[CH3:14])=[CH:4][CH:3]=1. Given the reactants [F:1][C:2]1[CH:10]=[C:9]2[C:5]([C:6]([CH:11]=[O:12])=[CH:7][NH:8]2)=[CH:4][CH:3]=1.N1C2C(=CC=CC=2)C=[C:14]1C(OCC)=O, predict the reaction product. (6) Given the reactants [C:1]([NH:4][C:5]1[CH:10]=[CH:9][C:8]([S:11]([O-:13])=[O:12])=[CH:7][CH:6]=1)(=[O:3])[CH3:2].[Na+].[F:15][C:16]([F:28])([F:27])[O:17][C:18]1[CH:19]=[C:20](B(O)O)[CH:21]=[CH:22][CH:23]=1.CCN(CC)CC.[NH4+].[OH-], predict the reaction product. The product is: [F:15][C:16]([F:27])([F:28])[O:17][C:18]1[CH:23]=[C:22]([S:11]([C:8]2[CH:7]=[CH:6][C:5]([NH:4][C:1](=[O:3])[CH3:2])=[CH:10][CH:9]=2)(=[O:13])=[O:12])[CH:21]=[CH:20][CH:19]=1. (7) Given the reactants [NH:1]1[C:9]2[C:4](=[C:5]([C:10]3[N:11]=[C:12]([N:26]4[CH2:31][CH2:30][O:29][CH2:28][CH2:27]4)[C:13]4[S:18][C:17]([C:19]5([OH:25])[CH2:24][CH2:23][NH:22][CH2:21][CH2:20]5)=[CH:16][C:14]=4[N:15]=3)[CH:6]=[CH:7][CH:8]=2)[CH:3]=[N:2]1.[C:32]([NH:36][CH2:37][C:38](O)=[O:39])(=[O:35])[CH:33]=[CH2:34].CN(C(ON1N=NC2C=CC=NC1=2)=[N+](C)C)C.F[P-](F)(F)(F)(F)F.CCN(C(C)C)C(C)C, predict the reaction product. The product is: [NH:1]1[C:9]2[C:4](=[C:5]([C:10]3[N:11]=[C:12]([N:26]4[CH2:31][CH2:30][O:29][CH2:28][CH2:27]4)[C:13]4[S:18][C:17]([C:19]5([OH:25])[CH2:20][CH2:21][N:22]([C:38](=[O:39])[CH2:37][NH:36][C:32](=[O:35])[CH:33]=[CH2:34])[CH2:23][CH2:24]5)=[CH:16][C:14]=4[N:15]=3)[CH:6]=[CH:7][CH:8]=2)[CH:3]=[N:2]1. (8) The product is: [I:22][C:21]1[C:15]2[C:16](=[N:17][CH:18]=[C:13]([C:10]3[CH:9]=[CH:8][C:7]([S:4]([CH:1]([CH3:3])[CH3:2])(=[O:6])=[O:5])=[CH:12][CH:11]=3)[N:14]=2)[NH:19][CH:20]=1. Given the reactants [CH:1]([S:4]([C:7]1[CH:12]=[CH:11][C:10]([C:13]2[N:14]=[C:15]3[CH:21]=[CH:20][NH:19][C:16]3=[N:17][CH:18]=2)=[CH:9][CH:8]=1)(=[O:6])=[O:5])([CH3:3])[CH3:2].[I:22]Cl.ClCCl.CCOC(C)=O, predict the reaction product. (9) Given the reactants [NH2:1][C:2]1[CH:3]=[C:4]([CH:7]=[CH:8][C:9]=1[OH:10])[C:5]#[N:6].[C:11](Br)#[N:12].[OH-].[Na+], predict the reaction product. The product is: [C:5]([C:4]1[CH:7]=[CH:8][C:9]2[O:10][C:11]([NH2:12])=[N:1][C:2]=2[CH:3]=1)#[N:6].